This data is from Forward reaction prediction with 1.9M reactions from USPTO patents (1976-2016). The task is: Predict the product of the given reaction. (1) Given the reactants [CH3:1][O:2][C:3]1[CH:4]=[C:5]([NH2:11])[CH:6]=[C:7]([O:9][CH3:10])[CH:8]=1.CCCCCC.[CH3:18][C:19](OC(C)=O)=[O:20], predict the reaction product. The product is: [CH3:10][O:9][C:7]1[CH:6]=[C:5]([NH:11][C:19](=[O:20])[CH3:18])[CH:4]=[C:3]([O:2][CH3:1])[CH:8]=1. (2) Given the reactants [C:1]([O:5][C:6]([N:8]1[CH2:13][CH2:12][N:11]([S:14]([C:17]2[NH:18][C:19]3[C:24]([CH:25]=2)=[CH:23][C:22]([Cl:26])=[CH:21][CH:20]=3)(=[O:16])=[O:15])[CH2:10][CH:9]1[CH2:27][C:28](O)=[O:29])=[O:7])([CH3:4])([CH3:3])[CH3:2].C(N1C=CN=C1)(N1C=CN=C1)=O.[CH3:43][S:44]([NH2:47])(=[O:46])=[O:45].C1CCN2C(=NCCC2)CC1, predict the reaction product. The product is: [C:1]([O:5][C:6]([N:8]1[CH2:13][CH2:12][N:11]([S:14]([C:17]2[NH:18][C:19]3[C:24]([CH:25]=2)=[CH:23][C:22]([Cl:26])=[CH:21][CH:20]=3)(=[O:15])=[O:16])[CH2:10][CH:9]1[CH2:27][C:28](=[O:29])[NH:47][S:44]([CH3:43])(=[O:46])=[O:45])=[O:7])([CH3:3])([CH3:2])[CH3:4]. (3) Given the reactants Br[C:2]1[N:6]=[CH:5][N:4]([C:7]2[CH:12]=[CH:11][C:10]([O:13][C:14]([F:17])([F:16])[F:15])=[CH:9][CH:8]=2)[N:3]=1.CC1(C)C(C)(C)OB([C:26]2[CH:31]=[CH:30][C:29]([CH2:32][CH2:33][CH2:34][N:35]3[C:43](=[O:44])[C:42]4[C:37](=[CH:38][CH:39]=[CH:40][CH:41]=4)[C:36]3=[O:45])=[CH:28][CH:27]=2)O1.C(=O)(O)[O-].[Na+], predict the reaction product. The product is: [F:15][C:14]([F:17])([F:16])[O:13][C:10]1[CH:11]=[CH:12][C:7]([N:4]2[CH:5]=[N:6][C:2]([C:26]3[CH:27]=[CH:28][C:29]([CH2:32][CH2:33][CH2:34][N:35]4[C:36](=[O:45])[C:37]5[C:42](=[CH:41][CH:40]=[CH:39][CH:38]=5)[C:43]4=[O:44])=[CH:30][CH:31]=3)=[N:3]2)=[CH:8][CH:9]=1. (4) Given the reactants [F:1][C:2]1[CH:7]=[C:6]([CH2:8][NH:9][C@:10]23[CH2:45][CH2:44][C@@H:43]([C:46]([CH3:48])=[CH2:47])[C@@H:11]2[C@@H:12]2[C@@:25]([CH3:28])([CH2:26][CH2:27]3)[C@@:24]3([CH3:29])[C@@H:15]([C@:16]4([CH3:42])[C@@H:21]([CH2:22][CH2:23]3)[C:20]([CH3:31])([CH3:30])[C:19]([C:32]3[CH:41]=[CH:40][C:35]([C:36]([O:38]C)=[O:37])=[CH:34][CH:33]=3)=[CH:18][CH2:17]4)[CH2:14][CH2:13]2)[CH:5]=[CH:4][N:3]=1.[C:49]([OH:55])([C:51]([F:54])([F:53])[F:52])=[O:50].O[Li].O, predict the reaction product. The product is: [F:1][C:2]1[CH:7]=[C:6]([CH2:8][NH:9][C@:10]23[CH2:45][CH2:44][C@@H:43]([C:46]([CH3:48])=[CH2:47])[C@@H:11]2[C@@H:12]2[C@@:25]([CH3:28])([CH2:26][CH2:27]3)[C@@:24]3([CH3:29])[C@@H:15]([C@:16]4([CH3:42])[C@@H:21]([CH2:22][CH2:23]3)[C:20]([CH3:31])([CH3:30])[C:19]([C:32]3[CH:41]=[CH:40][C:35]([C:36]([OH:38])=[O:37])=[CH:34][CH:33]=3)=[CH:18][CH2:17]4)[CH2:14][CH2:13]2)[CH:5]=[CH:4][N:3]=1.[C:49]([OH:55])([C:51]([F:54])([F:53])[F:52])=[O:50]. (5) Given the reactants [CH3:1][S:2]([C:5]1[CH:6]=[CH:7][C:8]2[O:13][CH2:12][C:11](=[O:14])[NH:10][C:9]=2[CH:15]=1)(=[O:4])=[O:3].[H-].[Na+].CS(O[CH2:23][CH2:24][N:25]1[CH2:30][CH2:29][CH:28]([NH:31][C:32]([O:34][C:35]([CH3:38])([CH3:37])[CH3:36])=[O:33])[CH2:27][CH2:26]1)(=O)=O.C(OC(=O)NC1CCN(CCN2C3C(=CC=C(OC)C=3)C=CC2=O)CC1)(C)(C)C, predict the reaction product. The product is: [C:35]([O:34][C:32](=[O:33])[NH:31][CH:28]1[CH2:29][CH2:30][N:25]([CH2:24][CH2:23][N:10]2[C:9]3[CH:15]=[C:5]([S:2]([CH3:1])(=[O:3])=[O:4])[CH:6]=[CH:7][C:8]=3[O:13][CH2:12][C:11]2=[O:14])[CH2:26][CH2:27]1)([CH3:38])([CH3:37])[CH3:36]. (6) Given the reactants Cl[CH2:2][C:3]([N:5]1[CH2:14][CH2:13][C:12]2[C:7](=[CH:8][CH:9]=[CH:10][CH:11]=2)[CH:6]1[CH:15]1[CH2:20][CH2:19][CH2:18][CH2:17][CH2:16]1)=[O:4].C(=O)([O-])[O-].[K+].[K+].Cl.[NH2:28][C@@H:29]([CH2:32][CH:33]1[CH2:38][CH2:37][CH2:36][CH2:35][CH2:34]1)[CH2:30][OH:31].[Cl-].[NH4+], predict the reaction product. The product is: [CH:33]1([CH2:32][C@H:29]([NH:28][CH2:2][C:3]([N:5]2[CH2:14][CH2:13][C:12]3[C:7](=[CH:8][CH:9]=[CH:10][CH:11]=3)[CH:6]2[CH:15]2[CH2:20][CH2:19][CH2:18][CH2:17][CH2:16]2)=[O:4])[CH2:30][OH:31])[CH2:38][CH2:37][CH2:36][CH2:35][CH2:34]1. (7) Given the reactants [CH2:1]([O:3][C:4]([C:6]1[CH:7]=[C:8]2[C:13](=[CH:14][CH:15]=1)[N:12]=[C:11]([CH2:16][CH3:17])[CH:10]=[C:9]2[O:18][CH2:19][C:20]1[CH:25]=[CH:24][C:23]([C:26]2[CH:30]=[C:29]([CH3:31])[S:28][C:27]=2[S:32](=[O:48])(=[O:47])[N:33]([C:40]2[C:44]([CH3:45])=[C:43]([CH3:46])[O:42][N:41]=2)COCCOC)=[C:22]([CH2:49][O:50][CH3:51])[CH:21]=1)=[O:5])[CH3:2].Cl, predict the reaction product. The product is: [CH2:1]([O:3][C:4]([C:6]1[CH:7]=[C:8]2[C:13](=[CH:14][CH:15]=1)[N:12]=[C:11]([CH2:16][CH3:17])[CH:10]=[C:9]2[O:18][CH2:19][C:20]1[CH:25]=[CH:24][C:23]([C:26]2[CH:30]=[C:29]([CH3:31])[S:28][C:27]=2[S:32](=[O:47])(=[O:48])[NH:33][C:40]2[C:44]([CH3:45])=[C:43]([CH3:46])[O:42][N:41]=2)=[C:22]([CH2:49][O:50][CH3:51])[CH:21]=1)=[O:5])[CH3:2].